From a dataset of Peptide-MHC class I binding affinity with 185,985 pairs from IEDB/IMGT. Regression. Given a peptide amino acid sequence and an MHC pseudo amino acid sequence, predict their binding affinity value. This is MHC class I binding data. The peptide sequence is SDEVARDLSL. The MHC is HLA-B18:01 with pseudo-sequence HLA-B18:01. The binding affinity (normalized) is 0.0136.